Dataset: Reaction yield outcomes from USPTO patents with 853,638 reactions. Task: Predict the reaction yield, written as a fraction of the theoretical maximum amount of product (1.0 means a 100% yield; for example, 0.34 means a 34% yield). The reactants are C([NH:5][S:6]([C:9]1[S:13][C:12]([C:14]2[N:15]=[CH:16][N:17]([C:19]3[CH:24]=[C:23]([C:25]4[CH:30]=[CH:29][C:28]([C:31]([F:34])([F:33])[F:32])=[CH:27][CH:26]=4)[CH:22]=[C:21]([C:35]([F:38])([F:37])[F:36])[N:20]=3)[CH:18]=2)=[N:11][CH:10]=1)(=[O:8])=[O:7])(C)(C)C.C(O)(C(F)(F)F)=O. No catalyst specified. The product is [F:38][C:35]([F:36])([F:37])[C:21]1[N:20]=[C:19]([N:17]2[CH:18]=[C:14]([C:12]3[S:13][C:9]([S:6]([NH2:5])(=[O:7])=[O:8])=[CH:10][N:11]=3)[N:15]=[CH:16]2)[CH:24]=[C:23]([C:25]2[CH:26]=[CH:27][C:28]([C:31]([F:32])([F:33])[F:34])=[CH:29][CH:30]=2)[CH:22]=1. The yield is 0.880.